This data is from TCR-epitope binding with 47,182 pairs between 192 epitopes and 23,139 TCRs. The task is: Binary Classification. Given a T-cell receptor sequence (or CDR3 region) and an epitope sequence, predict whether binding occurs between them. (1) The epitope is KLPDDFTGCV. The TCR CDR3 sequence is CASSLNRPSPYNEQFF. Result: 1 (the TCR binds to the epitope). (2) Result: 1 (the TCR binds to the epitope). The epitope is KLWAQCVQL. The TCR CDR3 sequence is CASSEYIMATEKLFF. (3) Result: 0 (the TCR does not bind to the epitope). The epitope is GLCTLVAML. The TCR CDR3 sequence is CASSLDPRMNTEAFF. (4) The epitope is IPIQASLPF. The TCR CDR3 sequence is CASSGRGIAYNSPLHF. Result: 1 (the TCR binds to the epitope). (5) The epitope is LPRRSGAAGA. The TCR CDR3 sequence is CASDSNTEAFF. Result: 0 (the TCR does not bind to the epitope). (6) The epitope is DPFRLLQNSQVFS. The TCR CDR3 sequence is CASSSRTGGTDTQYF. Result: 1 (the TCR binds to the epitope). (7) The epitope is FLLNKEMYL. The TCR CDR3 sequence is CASGEGNTGELFF. Result: 0 (the TCR does not bind to the epitope). (8) The epitope is LLWNGPMAV. The TCR CDR3 sequence is CASSEAAGRANYGYTF. Result: 1 (the TCR binds to the epitope). (9) The epitope is AVFDRKSDAK. The TCR CDR3 sequence is CSVDSKGDWGASNTEAFF. Result: 1 (the TCR binds to the epitope).